Dataset: Full USPTO retrosynthesis dataset with 1.9M reactions from patents (1976-2016). Task: Predict the reactants needed to synthesize the given product. (1) Given the product [NH:38]([C:35](=[O:36])[CH2:34][CH:10]1[N:11]([C:14]([C:16]2[CH:20]=[C:19]([CH3:21])[N:18]([C:22]3[CH:23]=[CH:24][CH:25]=[CH:26][CH:27]=3)[C:17]=2[C:28]2[CH:33]=[CH:32][CH:31]=[CH:30][CH:29]=2)=[O:15])[CH2:12][CH2:13][N:8]([C:6]([O:5][C:1]([CH3:3])([CH3:4])[CH3:2])=[O:7])[CH2:9]1)[C:39]1[CH:44]=[CH:43][CH:42]=[CH:41][CH:40]=1, predict the reactants needed to synthesize it. The reactants are: [C:1]([O:5][C:6]([N:8]1[CH2:13][CH2:12][N:11]([C:14]([C:16]2[CH:20]=[C:19]([CH3:21])[N:18]([C:22]3[CH:27]=[CH:26][CH:25]=[CH:24][CH:23]=3)[C:17]=2[C:28]2[CH:33]=[CH:32][CH:31]=[CH:30][CH:29]=2)=[O:15])[CH:10]([CH2:34][C:35](O)=[O:36])[CH2:9]1)=[O:7])([CH3:4])([CH3:3])[CH3:2].[NH2:38][C:39]1[CH:44]=[CH:43][CH:42]=[CH:41][CH:40]=1.CCN=C=NCCCN(C)C.Cl.C1C=CC2N(O)N=NC=2C=1. (2) Given the product [Cl:17][C:11]1[C:12]2[C:7](=[CH:6][CH:5]=[C:4]([N+:1]([O-:3])=[O:2])[CH:13]=2)[CH:8]=[CH:9][N:10]=1, predict the reactants needed to synthesize it. The reactants are: [N+:1]([C:4]1[CH:13]=[C:12]2[C:7]([CH:8]=[CH:9][N+:10]([O-])=[CH:11]2)=[CH:6][CH:5]=1)([O-:3])=[O:2].P(Cl)(Cl)([Cl:17])=O.C(=O)([O-])O.[Na+]. (3) Given the product [CH2:28]([O:27][C:10]1[C:9](=[O:35])[C:8]([CH:5]([NH:2][CH3:1])[CH3:6])=[CH:26][N:12]2[CH2:13][CH2:14][N:15]([CH2:18][C:19]3[CH:20]=[CH:21][C:22]([F:25])=[CH:23][CH:24]=3)[C:16](=[O:17])[C:11]=12)[C:29]1[CH:34]=[CH:33][CH:32]=[CH:31][CH:30]=1, predict the reactants needed to synthesize it. The reactants are: [C:1]([BH3-])#[N:2].[Na+].[C:5]([C:8]1[C:9](=[O:35])[C:10]([O:27][CH2:28][C:29]2[CH:34]=[CH:33][CH:32]=[CH:31][CH:30]=2)=[C:11]2[C:16](=[O:17])[N:15]([CH2:18][C:19]3[CH:24]=[CH:23][C:22]([F:25])=[CH:21][CH:20]=3)[CH2:14][CH2:13][N:12]2[CH:26]=1)(=O)[CH3:6].